From a dataset of Peptide-MHC class I binding affinity with 185,985 pairs from IEDB/IMGT. Regression. Given a peptide amino acid sequence and an MHC pseudo amino acid sequence, predict their binding affinity value. This is MHC class I binding data. (1) The peptide sequence is KLRMVTGLR. The MHC is HLA-A31:01 with pseudo-sequence HLA-A31:01. The binding affinity (normalized) is 0.646. (2) The peptide sequence is GPSDTPIL. The MHC is HLA-B54:01 with pseudo-sequence HLA-B54:01. The binding affinity (normalized) is 0. (3) The MHC is HLA-A23:01 with pseudo-sequence HLA-A23:01. The binding affinity (normalized) is 0. The peptide sequence is VSDGGPNLY. (4) The peptide sequence is AENGWGFYF. The MHC is HLA-B40:01 with pseudo-sequence HLA-B40:01. The binding affinity (normalized) is 0.689. (5) The peptide sequence is FAPLRTSLL. The MHC is H-2-Db with pseudo-sequence H-2-Db. The binding affinity (normalized) is 0.264.